Dataset: CYP1A2 inhibition data for predicting drug metabolism from PubChem BioAssay. Task: Regression/Classification. Given a drug SMILES string, predict its absorption, distribution, metabolism, or excretion properties. Task type varies by dataset: regression for continuous measurements (e.g., permeability, clearance, half-life) or binary classification for categorical outcomes (e.g., BBB penetration, CYP inhibition). Dataset: cyp1a2_veith. (1) The molecule is Nc1ccc(Sc2cnn(-c3ccccc3)c(=O)c2Cl)cc1. The result is 1 (inhibitor). (2) The compound is O=C1c2ccccc2C(=O)N1CCCCN(C(=O)c1cccc([N+](=O)[O-])c1)c1ccc(Cl)cc1. The result is 0 (non-inhibitor). (3) The drug is Cl.O=C(O)c1ccccc1N/N=C\c1ccnc2ccccc12. The result is 1 (inhibitor). (4) The drug is CC(C)CCOc1ccc(NC(=O)C2OC3OC(C)(C)OC3C3OC(C)(C)OC23)cc1. The result is 0 (non-inhibitor). (5) The molecule is O=C(Cn1c(=O)n(Cc2ccco2)c(=O)c2c3c(sc21)CCCCC3)c1ccccc1. The result is 1 (inhibitor). (6) The molecule is COC(=O)C1=C(NC(=O)c2cccc(OC)c2)CCS1. The result is 1 (inhibitor).